From a dataset of Retrosynthesis with 50K atom-mapped reactions and 10 reaction types from USPTO. Predict the reactants needed to synthesize the given product. (1) Given the product COc1ccc(C(=O)Nc2ccc(C3(CNC(=O)C(C)(C)C)CCCC3)cc2)cc1OC, predict the reactants needed to synthesize it. The reactants are: CC(C)(C)C(=O)O.COc1ccc(C(=O)Nc2ccc(C3(CN)CCCC3)cc2)cc1OC. (2) The reactants are: Nc1n[nH]c2ccc(C(F)(F)F)cc12.O=CC(=O)O. Given the product O=C(O)CNc1n[nH]c2ccc(C(F)(F)F)cc12, predict the reactants needed to synthesize it. (3) Given the product CCOC(=O)C1C(C)(C)C1(C#N)C(=O)O, predict the reactants needed to synthesize it. The reactants are: CCOC(=O)C1C(C)(C)C1(C#N)C(=O)OCC. (4) Given the product O=C(NCCc1c[nH]c2ccc(O)cc12)c1cc(OCc2ccccc2)c(OCc2ccccc2)c(OCc2ccccc2)c1, predict the reactants needed to synthesize it. The reactants are: NCCc1c[nH]c2ccc(O)cc12.O=C(O)c1cc(OCc2ccccc2)c(OCc2ccccc2)c(OCc2ccccc2)c1. (5) Given the product CCC(=O)c1cc(C#N)c(N2CCC(C(=O)NS(=O)(=O)Cc3ccc(C)cc3)CC2)nc1CN1CCCC1=O, predict the reactants needed to synthesize it. The reactants are: CCC(=O)c1cc(C#N)c(N2CCC(C(=O)O)CC2)nc1CN1CCCC1=O.Cc1ccc(CS(N)(=O)=O)cc1. (6) Given the product CCOC(=O)C(O)C(Cc1ccccc1)NC(=O)c1cccnc1-c1csc(-c2ccccc2)n1, predict the reactants needed to synthesize it. The reactants are: CCOC(=O)C(O)C([NH3+])Cc1ccccc1.O=C(O)c1cccnc1-c1csc(-c2ccccc2)n1. (7) Given the product Cc1cc(C(C)(C)O[SiH2]C(C)(C)C)cc[n+]1[O-], predict the reactants needed to synthesize it. The reactants are: Cc1cc(C(C)(C)O[SiH2]C(C)(C)C)ccn1.O=C(OO)c1cccc(Cl)c1. (8) Given the product Cc1c(-c2nnc(-c3ccc(OC(C)C)c(C#N)c3)s2)ccc2c1CCN(CCC(=O)N(C)C)C2, predict the reactants needed to synthesize it. The reactants are: CNC.Cc1c(-c2nnc(-c3ccc(OC(C)C)c(C#N)c3)s2)ccc2c1CCN(CCC(=O)O)C2. (9) Given the product c1ccc(-c2cc3[nH]ncc3s2)cc1, predict the reactants needed to synthesize it. The reactants are: CC(=O)n1ncc2sc(-c3ccccc3)cc21.